This data is from Tyrosyl-DNA phosphodiesterase HTS with 341,365 compounds. The task is: Binary Classification. Given a drug SMILES string, predict its activity (active/inactive) in a high-throughput screening assay against a specified biological target. (1) The drug is s1c(nc2c1cccc2)CN1C(=O)C(NC1=O)CC(C)C. The result is 0 (inactive). (2) The molecule is Clc1ccc(NC(=O)CSc2n(c(nn2)CCNC(=O)c2sccc2)CC)cc1. The result is 0 (inactive). (3) The compound is Clc1c(c2noc(c2C(=O)NCCc2ccc(OC)cc2)C)cccc1. The result is 0 (inactive). (4) The compound is O=C(N1C(Cc2c(C1)cc(OC)c(OC)c2)C(O)=O)C(NC(CCc1ccccc1)C(OCC)=O)C. The result is 0 (inactive). (5) The drug is s1c(nc(c1)c1ccc(cc1)C)c1cc2c([nH]c1=O)CC(CC2=O)c1ccccc1. The result is 0 (inactive).